From a dataset of Forward reaction prediction with 1.9M reactions from USPTO patents (1976-2016). Predict the product of the given reaction. Given the reactants Br[C:2]1[CH:7]=[CH:6][C:5]([Br:8])=[CH:4][CH:3]=1.[Li]CCCC.[Sn:14](Cl)([CH2:23][CH2:24][CH2:25][CH3:26])([CH2:19][CH2:20][CH2:21][CH3:22])[CH2:15][CH2:16][CH2:17][CH3:18], predict the reaction product. The product is: [Br:8][C:5]1[CH:6]=[CH:7][C:2]([Sn:14]([CH2:19][CH2:20][CH2:21][CH3:22])([CH2:23][CH2:24][CH2:25][CH3:26])[CH2:15][CH2:16][CH2:17][CH3:18])=[CH:3][CH:4]=1.